From a dataset of Reaction yield outcomes from USPTO patents with 853,638 reactions. Predict the reaction yield, written as a fraction of the theoretical maximum amount of product (1.0 means a 100% yield; for example, 0.34 means a 34% yield). (1) The reactants are ClC1C=C(C)C=CC=1C1N(C[C@@H]2CCCNC2)C2N=C(NCC3C=CC(F)=C(F)C=3)N=CC=2C=1.[Cl:35][C:36]1[CH:41]=[C:40]([Cl:42])[CH:39]=[CH:38][C:37]=1[C:43]1[N:61]([CH2:62][C@@H:63]2[CH2:68][CH2:67][CH2:66][N:65](C(OC(C)(C)C)=O)[CH2:64]2)[C:46]2[N:47]=[C:48]([NH:51][CH2:52][C:53]3[CH:58]=[CH:57][C:56]([F:59])=[C:55]([F:60])[CH:54]=3)[N:49]=[CH:50][C:45]=2[CH:44]=1. No catalyst specified. The product is [Cl:35][C:36]1[CH:41]=[C:40]([Cl:42])[CH:39]=[CH:38][C:37]=1[C:43]1[N:61]([CH2:62][C@@H:63]2[CH2:68][CH2:67][CH2:66][NH:65][CH2:64]2)[C:46]2[N:47]=[C:48]([NH:51][CH2:52][C:53]3[CH:58]=[CH:57][C:56]([F:59])=[C:55]([F:60])[CH:54]=3)[N:49]=[CH:50][C:45]=2[CH:44]=1. The yield is 0.680. (2) The reactants are [F:1][C:2]1[CH:7]=[CH:6][C:5]([CH:8]([OH:24])[C:9]2[N:18]=[C:17]([OH:19])[C:16]3[C:11](=[CH:12][C:13]([C:20]([F:23])([F:22])[F:21])=[CH:14][CH:15]=3)[N:10]=2)=[CH:4][CH:3]=1.CC(OI1(OC(C)=O)(OC(C)=O)OC(=O)C2C=CC=CC1=2)=O.C(=O)(O)[O-].[Na+]. The catalyst is C(#N)C. The product is [F:1][C:2]1[CH:7]=[CH:6][C:5]([C:8]([C:9]2[N:18]=[C:17]([OH:19])[C:16]3[C:11](=[CH:12][C:13]([C:20]([F:22])([F:21])[F:23])=[CH:14][CH:15]=3)[N:10]=2)=[O:24])=[CH:4][CH:3]=1. The yield is 1.00.